From a dataset of Forward reaction prediction with 1.9M reactions from USPTO patents (1976-2016). Predict the product of the given reaction. The product is: [CH2:7]=[CH:8][C:1]1[CH:6]=[CH:5][CH:4]=[CH:3][CH:2]=1.[CH2:1]=[CH:8][C:7](=[CH2:10])[CH3:9].[CH2:7]=[CH:8][C:1]1[CH:6]=[CH:5][CH:4]=[CH:3][CH:2]=1. Given the reactants [CH2:1]1[CH2:6][CH2:5][CH2:4][CH2:3][CH2:2]1.[C:7](OC)([CH3:10])([CH3:9])[CH3:8], predict the reaction product.